From a dataset of Reaction yield outcomes from USPTO patents with 853,638 reactions. Predict the reaction yield, written as a fraction of the theoretical maximum amount of product (1.0 means a 100% yield; for example, 0.34 means a 34% yield). (1) The product is [F:42][CH2:41][CH2:40][O:39][CH2:38][CH2:37][O:36][CH2:35][CH2:34][O:1][C:2]1[CH:14]=[C:13]2[C:5]([C:6]3[CH:7]=[CH:8][C:9]([NH:15][C:16](=[O:22])[O:17][C:18]([CH3:19])([CH3:21])[CH3:20])=[CH:10][C:11]=3[NH:12]2)=[CH:4][CH:3]=1. The reactants are [OH:1][C:2]1[CH:14]=[C:13]2[C:5]([C:6]3[CH:7]=[CH:8][C:9]([NH:15][C:16](=[O:22])[O:17][C:18]([CH3:21])([CH3:20])[CH3:19])=[CH:10][C:11]=3[NH:12]2)=[CH:4][CH:3]=1.CC1C=CC(S(O[CH2:34][CH2:35][O:36][CH2:37][CH2:38][O:39][CH2:40][CH2:41][F:42])(=O)=O)=CC=1.C([O-])([O-])=O.[Cs+].[Cs+]. The yield is 0.550. The catalyst is CN1C(=O)CCC1.CCOC(C)=O. (2) The reactants are [F:1][C:2]1[CH:7]=[C:6]([F:8])[C:5]([C:9]2[O:10][C:11]3[CH:17]=[C:16]([C:18]([F:21])([F:20])[F:19])[CH:15]=[CH:14][C:12]=3[N:13]=2)=[CH:4][C:3]=1[C@:22]1([CH3:34])[C:28]([F:30])([F:29])[C:27]([CH3:32])([CH3:31])[O:26][CH2:25][C:24](=S)[NH:23]1.[NH3:35]. The catalyst is C(OO)(C)(C)C. The product is [F:1][C:2]1[CH:7]=[C:6]([F:8])[C:5]([C:9]2[O:10][C:11]3[CH:17]=[C:16]([C:18]([F:21])([F:20])[F:19])[CH:15]=[CH:14][C:12]=3[N:13]=2)=[CH:4][C:3]=1[C@:22]1([CH3:34])[C:28]([F:30])([F:29])[C:27]([CH3:32])([CH3:31])[O:26][CH2:25][C:24]([NH2:35])=[N:23]1. The yield is 0.310.